From a dataset of Experimentally validated miRNA-target interactions with 360,000+ pairs, plus equal number of negative samples. Binary Classification. Given a miRNA mature sequence and a target amino acid sequence, predict their likelihood of interaction. (1) The miRNA is mmu-miR-9768-3p with sequence ACUGCCUUCCUUUGUGUGGCCCAG. The protein sequence of the target gene is MALHSPQYIFGDFSPDEFNQFFVTPRSSVELPPYSGTVLCGTQAVDKLPDGQEYQRIEFGVDEVIEPSDTLPRTPSYSISSTLNPQAPEFILGCTASKITPDGITKEASYGSIDCQYPGSALALDGSSNVEAEVLENDGVSGGLGQRERKKKKKRPPGYYSYLKDGGDDSISTEALVNGHANSAVPNSVSAEDAEFMGDMPPSVTPRTCNSPQNSTDSVSDIVPDSPFPGALGSDTRTAGQPEGGPGADFGQSCFPAEAGRDTLSRTAGAQPCVGTDTTENLGVANGQILESSGEGTATN.... Result: 0 (no interaction). (2) Result: 0 (no interaction). The miRNA is hsa-miR-335-5p with sequence UCAAGAGCAAUAACGAAAAAUGU. The protein sequence of the target gene is MPYEIKKVFASLPQVERGVSKILGGDPKGDHFLYTNGKCVILRNIDNPAIADIYTEHAHQVVVAKYAPSGFYIASGDISGKLRIWDTTQKEHLLKYEYQPFAGKIKDIAWTEDSKRIAVVGEGREKFGAVFLWDTGSSVGEITGHNKVINSVDIKQTRPYRLATGSDDNCAAFFEGPPFKFKFTIGDHSRFVNCVRFSPDGNRFATASADGQIFIYDGKTGEKVCALGESKAHDGGIYAISWSPDSTHLLSASGDKTSKIWDVNVNSVVSTFPMGSNVLDQQLGCLWQKDHLLSISLSGY.... (3) The miRNA is mmu-miR-1306-3p with sequence ACGUUGGCUCUGGUGGUGAUG. The protein sequence of the target gene is MAFSPWQILSPVQWAKWTWSAVRGSGAGEDEAGGPEGDPEEEEDSQAETKSLSFSSDSEGNFETPEAETPIRSPLKESCDSSPGLAEPEAKPQESREADEQLVAEVIEKCSPDTCSRSSENEAPQATVDSHPVKDVRGKAEHDVSKISVVRPFSIETRNCTDDPAALGTAAAHGCVPVLPGMALPSTTPEATQDEPVMDRGMGVTLEAFTEASLKTGGPCPEPVASRSKLRKPKPVSLRKKMAPEPEMLMEGSPLPKASSPWLPDGLDQNANPSVLRGSGAQRSPLNLKETAGVLSNDTS.... Result: 0 (no interaction).